This data is from Full USPTO retrosynthesis dataset with 1.9M reactions from patents (1976-2016). The task is: Predict the reactants needed to synthesize the given product. (1) The reactants are: Br[C:2]1[C:7]([C:8]2[CH:13]=[C:12]([F:14])[CH:11]=[C:10]([F:15])[CH:9]=2)=[C:6]([C:16](=[O:18])[CH3:17])[CH:5]=[C:4]([Cl:19])[CH:3]=1.[CH2:20]([O:22][CH:23]([N:25]1[CH:29]=[C:28](B2OC(C)(C)C(C)(C)O2)[CH:27]=[N:26]1)[CH3:24])[CH3:21].C(=O)([O-])[O-].[Na+].[Na+].O1CCOCC1. Given the product [Cl:19][C:4]1[CH:3]=[C:2]([C:28]2[CH:27]=[N:26][N:25]([CH:23]([O:22][CH2:20][CH3:21])[CH3:24])[CH:29]=2)[C:7]([C:8]2[CH:13]=[C:12]([F:14])[CH:11]=[C:10]([F:15])[CH:9]=2)=[C:6]([C:16](=[O:18])[CH3:17])[CH:5]=1, predict the reactants needed to synthesize it. (2) Given the product [Cl:1][C:2]1[CH:3]=[CH:4][C:5]([O:6][C:7]2[CH:8]=[CH:9][C:10]([N:13]3[C@@H:17]([C:18]4[CH:23]=[CH:22][CH:21]=[CH:20][CH:19]=4)[C@H:16]([CH2:24][O:25][CH3:33])[O:15][C:14]3=[O:26])=[CH:11][CH:12]=2)=[CH:27][CH:28]=1, predict the reactants needed to synthesize it. The reactants are: [Cl:1][C:2]1[CH:28]=[CH:27][C:5]([O:6][C:7]2[CH:12]=[CH:11][C:10]([N:13]3[C@@H:17]([C:18]4[CH:23]=[CH:22][CH:21]=[CH:20][CH:19]=4)[C@H:16]([CH2:24][OH:25])[O:15][C:14]3=[O:26])=[CH:9][CH:8]=2)=[CH:4][CH:3]=1.[H-].[Na+].IC.[C:33]([O-])(O)=O.[Na+]. (3) Given the product [CH2:21]([S:20][C:15]1[CH:16]=[CH:17][CH:18]=[CH:19][C:14]=1[CH2:13][CH2:12][CH2:11][NH:10][C:7]1[CH:8]=[CH:9][C:4]([C:3]([OH:28])=[O:2])=[CH:5][N:6]=1)[C:22]1[CH:23]=[CH:24][CH:25]=[CH:26][CH:27]=1, predict the reactants needed to synthesize it. The reactants are: C[O:2][C:3](=[O:28])[C:4]1[CH:9]=[CH:8][C:7]([NH:10][CH2:11][CH2:12][CH2:13][C:14]2[CH:19]=[CH:18][CH:17]=[CH:16][C:15]=2[S:20][CH2:21][C:22]2[CH:27]=[CH:26][CH:25]=[CH:24][CH:23]=2)=[N:6][CH:5]=1.[OH-].[K+]. (4) Given the product [Br:9][C:7]1[C:2]([CH3:1])=[N:3][C:4]([NH2:8])=[N:5][CH:6]=1, predict the reactants needed to synthesize it. The reactants are: [CH3:1][C:2]1[CH:7]=[CH:6][N:5]=[C:4]([NH2:8])[N:3]=1.[Br:9]N1C(=O)CCC1=O. (5) Given the product [CH2:21]([O:20][C:18]1[CH:19]=[C:3]([CH:4]=[C:5]([O:6][C:7]2[CH:12]=[CH:11][C:10]([C:13]([F:16])([F:15])[F:14])=[CH:9][N:8]=2)[CH:17]=1)[CH2:2][P:26](=[O:30])([O:27][CH2:28][CH3:29])[O:25][CH2:23][CH3:24])[CH3:22], predict the reactants needed to synthesize it. The reactants are: Cl[CH2:2][C:3]1[CH:4]=[C:5]([CH:17]=[C:18]([O:20][CH2:21][CH3:22])[CH:19]=1)[O:6][C:7]1[CH:12]=[CH:11][C:10]([C:13]([F:16])([F:15])[F:14])=[CH:9][N:8]=1.[CH2:23]([O:25][P:26]([O:30]CC)[O:27][CH2:28][CH3:29])[CH3:24]. (6) The reactants are: [CH2:1]([O:3][C:4]([C@H:6]1[CH2:10][C:9](=[CH2:11])[CH2:8][C@@H:7]1[C:12]([O:14]CC)=[O:13])=[O:5])[CH3:2].P([O-])([O-])([O-])=O.[K+].[K+].[K+].[Na+].[Cl-].[OH-].[Na+]. Given the product [CH2:1]([O:3][C:4]([C@H:6]1[CH2:10][C:9](=[CH2:11])[CH2:8][C@@H:7]1[C:12]([OH:14])=[O:13])=[O:5])[CH3:2], predict the reactants needed to synthesize it. (7) Given the product [Cl:1][C:2]1[N:7]=[C:6]([NH:10][C:11]2[CH:12]=[CH:13][C:14]([F:25])=[C:15]([NH:17][C:18](=[O:24])[O:19][C:20]([CH3:21])([CH3:22])[CH3:23])[CH:16]=2)[C:5]([Cl:9])=[CH:4][N:3]=1, predict the reactants needed to synthesize it. The reactants are: [Cl:1][C:2]1[N:7]=[C:6](Cl)[C:5]([Cl:9])=[CH:4][N:3]=1.[NH2:10][C:11]1[CH:12]=[CH:13][C:14]([F:25])=[C:15]([NH:17][C:18](=[O:24])[O:19][C:20]([CH3:23])([CH3:22])[CH3:21])[CH:16]=1.CCN(C(C)C)C(C)C. (8) Given the product [O:27]1[C:31]2[CH:32]=[CH:33][C:34]([N:36]3[C:5]([C:7]4[C:12](=[O:13])[CH:11]=[CH:10][N:9]([C:14]5[CH:15]=[C:16]([S:20]([N:23]([CH3:25])[CH3:24])(=[O:22])=[O:21])[CH:17]=[CH:18][CH:19]=5)[N:8]=4)=[CH:4][CH:3]=[N:37]3)=[CH:35][C:30]=2[O:29][CH2:28]1, predict the reactants needed to synthesize it. The reactants are: CN(C)/[CH:3]=[CH:4]/[C:5]([C:7]1[C:12](=[O:13])[CH:11]=[CH:10][N:9]([C:14]2[CH:15]=[C:16]([S:20]([N:23]([CH3:25])[CH3:24])(=[O:22])=[O:21])[CH:17]=[CH:18][CH:19]=2)[N:8]=1)=O.[O:27]1[C:31]2[CH:32]=[CH:33][C:34]([NH:36][NH2:37])=[CH:35][C:30]=2[O:29][CH2:28]1.N([O-])=O.[Na+].[Sn](Cl)Cl. (9) Given the product [CH2:12]([O:11][C:3]1[C:2]([CH3:1])=[C:7]([CH3:8])[C:6]([O:23][CH2:20][C:2]2[CH:7]=[CH:6][CH:5]=[CH:4][CH:3]=2)=[C:5]([CH3:10])[CH:4]=1)[C:13]1[CH:18]=[CH:17][CH:16]=[CH:15][CH:14]=1, predict the reactants needed to synthesize it. The reactants are: [CH3:1][C:2]1[C:7]([CH3:8])=[C:6](O)[C:5]([CH3:10])=[CH:4][C:3]=1[OH:11].[CH2:12](Br)[C:13]1[CH:18]=[CH:17][CH:16]=[CH:15][CH:14]=1.[C:20]([O-:23])([O-])=O.[K+].[K+]. (10) Given the product [Cl:1][C:2]1[CH:7]=[CH:6][C:5]([O:8][C:9](=[O:24])[N:10]([C:12]2[CH:17]=[CH:16][C:15]([O:18][CH2:19][CH2:20][CH2:21][CH2:22][N:27]([CH2:25][CH3:26])[CH2:28][CH2:29][OH:30])=[CH:14][CH:13]=2)[CH3:11])=[CH:4][CH:3]=1, predict the reactants needed to synthesize it. The reactants are: [Cl:1][C:2]1[CH:7]=[CH:6][C:5]([O:8][C:9](=[O:24])[N:10]([C:12]2[CH:17]=[CH:16][C:15]([O:18][CH2:19][CH2:20][CH2:21][CH2:22]Br)=[CH:14][CH:13]=2)[CH3:11])=[CH:4][CH:3]=1.[CH2:25]([NH:27][CH2:28][CH2:29][OH:30])[CH3:26].